From a dataset of Peptide-MHC class II binding affinity with 134,281 pairs from IEDB. Regression. Given a peptide amino acid sequence and an MHC pseudo amino acid sequence, predict their binding affinity value. This is MHC class II binding data. (1) The peptide sequence is EQKYFAATQFEPLAA. The MHC is DRB1_1001 with pseudo-sequence DRB1_1001. The binding affinity (normalized) is 0.582. (2) The peptide sequence is MYRELLELVAADVES. The MHC is HLA-DPA10301-DPB10402 with pseudo-sequence HLA-DPA10301-DPB10402. The binding affinity (normalized) is 0.299.